This data is from Reaction yield outcomes from USPTO patents with 853,638 reactions. The task is: Predict the reaction yield, written as a fraction of the theoretical maximum amount of product (1.0 means a 100% yield; for example, 0.34 means a 34% yield). (1) The reactants are [Cl:1][C:2]1[C:11]([OH:12])=[C:10]([OH:13])[CH:9]=[C:8]2[C:3]=1[CH2:4][CH2:5][NH:6][C:7]2=[O:14].[C:15](=[O:18])([O-])[O-].[K+].[K+].Cl[CH2:22][C:23]1[CH:28]=[CH:27][C:26]([O:29][CH3:30])=[CH:25][CH:24]=1. The catalyst is CN(C)C=O. The product is [Cl:1][C:2]1[C:11]([O:12][CH2:22][C:23]2[CH:28]=[CH:27][C:26]([O:29][CH3:30])=[CH:25][CH:24]=2)=[C:10]([O:13][CH2:4][C:3]2[CH:8]=[CH:9][C:10]([O:18][CH3:15])=[CH:11][CH:2]=2)[CH:9]=[C:8]2[C:3]=1[CH2:4][CH2:5][NH:6][C:7]2=[O:14]. The yield is 0.770. (2) The product is [N:14]1([C:11]([C:9]2[CH:8]=[CH:7][C:5]3[NH:6][C:2]([CH3:1])=[N:3][C:4]=3[CH:10]=2)=[O:13])[CH2:19][CH2:18][CH2:17][C@@H:16]2[C:20]3[CH:21]=[CH:22][CH:23]=[CH:24][C:25]=3[CH2:26][C@H:15]12. The yield is 0.890. No catalyst specified. The reactants are [CH3:1][C:2]1[NH:6][C:5]2[CH:7]=[CH:8][C:9]([C:11]([OH:13])=O)=[CH:10][C:4]=2[N:3]=1.[NH:14]1[CH2:19][CH2:18][CH2:17][C@@H:16]2[C:20]3[CH:21]=[CH:22][CH:23]=[CH:24][C:25]=3[CH2:26][C@H:15]12.F[P-](F)(F)(F)(F)F.N1(OC(N(C)C)=[N+](C)C)C2N=CC=CC=2N=N1. (3) The reactants are [F:1][C:2]1[CH:10]=[C:9]([C:11]([F:14])([F:13])[F:12])[CH:8]=[CH:7][C:3]=1[C:4](Cl)=[O:5].[NH2:15][C:16]1[CH:25]=[CH:24][C:19]([C:20]([O:22][CH3:23])=[O:21])=[CH:18][CH:17]=1.N1C=CC=CC=1.O. The catalyst is ClCCl. The product is [F:1][C:2]1[CH:10]=[C:9]([C:11]([F:14])([F:13])[F:12])[CH:8]=[CH:7][C:3]=1[C:4]([NH:15][C:16]1[CH:17]=[CH:18][C:19]([C:20]([O:22][CH3:23])=[O:21])=[CH:24][CH:25]=1)=[O:5]. The yield is 0.840. (4) The reactants are [BrH:1].[Cl:2][C:3]1[CH:12]=[C:11]([C:13](=[O:17])[CH:14]=[N+]=[N-])[CH:10]=[CH:9][C:4]=1[C:5]([O:7][CH3:8])=[O:6]. The catalyst is C(OCC)C. The product is [Br:1][CH2:14][C:13]([C:11]1[CH:10]=[CH:9][C:4]([C:5]([O:7][CH3:8])=[O:6])=[C:3]([Cl:2])[CH:12]=1)=[O:17]. The yield is 0.790. (5) The reactants are [F:1][C:2]1[CH:3]=[CH:4][C:5]([N+:39]([O-])=O)=[C:6]([NH:8][C:9]2[C:17]3[O:16][CH2:15][CH:14]([N:18]([C:33](=[O:38])[C:34]([F:37])([F:36])[F:35])[C:19]4[CH:32]=[CH:31][C:22]5[C@H:23]([CH2:26][C:27]([O:29][CH3:30])=[O:28])[CH2:24][O:25][C:21]=5[CH:20]=4)[C:13]=3[CH:12]=[CH:11][CH:10]=2)[CH:7]=1. The catalyst is CO.O1CCCC1.[C].[Pd]. The product is [NH2:39][C:5]1[CH:4]=[CH:3][C:2]([F:1])=[CH:7][C:6]=1[NH:8][C:9]1[C:17]2[O:16][CH2:15][CH:14]([N:18]([C:33](=[O:38])[C:34]([F:36])([F:37])[F:35])[C:19]3[CH:32]=[CH:31][C:22]4[C@H:23]([CH2:26][C:27]([O:29][CH3:30])=[O:28])[CH2:24][O:25][C:21]=4[CH:20]=3)[C:13]=2[CH:12]=[CH:11][CH:10]=1. The yield is 0.750.